From a dataset of Retrosynthesis with 50K atom-mapped reactions and 10 reaction types from USPTO. Predict the reactants needed to synthesize the given product. Given the product Cc1cccc(-n2c(-c3ccc4ncnn4c3)c(C)n(Cc3cccc(F)c3)c2=O)c1, predict the reactants needed to synthesize it. The reactants are: Cc1cccc(-n2c(-c3ccc4ncnn4c3)c(C)[nH]c2=O)c1.Fc1cccc(CBr)c1.